Dataset: Catalyst prediction with 721,799 reactions and 888 catalyst types from USPTO. Task: Predict which catalyst facilitates the given reaction. Reactant: Cl[C:2]1[CH:7]=[C:6]([NH:8][CH:9]2[CH2:14][CH2:13][O:12][CH2:11][CH2:10]2)[N:5]2[N:15]=[C:16]([C:18]3[C:27]([CH3:28])=[N:26][C:25]4[C:20](=[CH:21][CH:22]=[CH:23][CH:24]=4)[N:19]=3)[CH:17]=[C:4]2[N:3]=1.[C:29]1(B(O)O)[CH2:33][CH2:32][CH2:31][CH:30]=1.[F-].[Cs+].O. Product: [C:29]1([C:2]2[CH:7]=[C:6]([NH:8][CH:9]3[CH2:14][CH2:13][O:12][CH2:11][CH2:10]3)[N:5]3[N:15]=[C:16]([C:18]4[C:27]([CH3:28])=[N:26][C:25]5[C:20](=[CH:21][CH:22]=[CH:23][CH:24]=5)[N:19]=4)[CH:17]=[C:4]3[N:3]=2)[CH2:33][CH2:32][CH2:31][CH:30]=1. The catalyst class is: 104.